From a dataset of Retrosynthesis with 50K atom-mapped reactions and 10 reaction types from USPTO. Predict the reactants needed to synthesize the given product. Given the product COc1cnccc1-c1cccc2c(N)c3c(nc12)CN(C1CCC1)C3=O, predict the reactants needed to synthesize it. The reactants are: COc1cnccc1B(O)O.Nc1c2c(nc3c(Br)cccc13)CN(C1CCC1)C2=O.